From a dataset of Reaction yield outcomes from USPTO patents with 853,638 reactions. Predict the reaction yield, written as a fraction of the theoretical maximum amount of product (1.0 means a 100% yield; for example, 0.34 means a 34% yield). (1) The reactants are [CH3:1][O:2][C:3]1[CH:4]=[C:5]([NH:15][C:16]2[N:20]=[C:19]([NH2:21])[NH:18][N:17]=2)[CH:6]=[CH:7][C:8]=1[N:9]1[CH:13]=[C:12]([CH3:14])[N:11]=[CH:10]1.[C:22]([CH:30]1[CH2:35][CH2:34][CH2:33][CH2:32][C:31]1=O)(=[O:29])[C:23]1[CH:28]=[CH:27][CH:26]=[CH:25][CH:24]=1. No catalyst specified. The product is [C:3]([OH:2])(=[O:29])[CH3:4].[CH3:1][O:2][C:3]1[CH:4]=[C:5]([NH:15][C:16]2[N:20]=[C:19]3[N:21]=[C:31]4[C:30](=[C:22]([C:23]5[CH:24]=[CH:25][CH:26]=[CH:27][CH:28]=5)[N:18]3[N:17]=2)[CH2:35][CH2:34][CH2:33][CH2:32]4)[CH:6]=[CH:7][C:8]=1[N:9]1[CH:13]=[C:12]([CH3:14])[N:11]=[CH:10]1. The yield is 0.600. (2) The reactants are [NH2:1][C:2]1[CH:3]=[C:4]([CH:8]2[C:17]([CH3:19])([CH3:18])[CH2:16][C:15]3[C:10](=[CH:11][CH:12]=[C:13]([C:20]([O-:22])=[O:21])[CH:14]=3)[NH:9]2)[CH:5]=[CH:6][CH:7]=1.[CH:23](N(CC)C(C)C)(C)C.[C:32](Cl)(=[O:34])[CH3:33].C(OCC)(=O)C. The catalyst is ClCCl. The product is [C:32]([NH:1][C:2]1[CH:3]=[C:4]([CH:8]2[C:17]([CH3:18])([CH3:19])[CH2:16][C:15]3[C:10](=[CH:11][CH:12]=[C:13]([C:20]([O:22][CH3:23])=[O:21])[CH:14]=3)[NH:9]2)[CH:5]=[CH:6][CH:7]=1)(=[O:34])[CH3:33]. The yield is 0.711. (3) The reactants are [CH3:1][NH:2][CH3:3].CS(O[CH2:9][CH2:10][CH2:11][CH:12]([NH:20]C(OC(C)(C)C)=O)[C:13]1[CH:18]=[CH:17][C:16]([Cl:19])=[CH:15][CH:14]=1)(=O)=O. The catalyst is C1COCC1. The product is [Cl:19][C:16]1[CH:15]=[CH:14][C:13]([CH:12]([NH2:20])[CH2:11][CH2:10][CH2:9][N:2]([CH3:3])[CH3:1])=[CH:18][CH:17]=1. The yield is 0.870. (4) The reactants are [CH3:1][S:2]([CH2:5][C:6](=[CH2:10])[C:7]([OH:9])=[O:8])(=[O:4])=[O:3]. The catalyst is CO.[Pd]. The product is [CH3:10][CH:6]([CH2:5][S:2]([CH3:1])(=[O:4])=[O:3])[C:7]([OH:9])=[O:8]. The yield is 0.960. (5) The reactants are [NH2:1][C:2]1[N:7]=[CH:6][N:5]=[C:4]([NH:8][C@H:9]([C:11]2[N:16]([C:17]3[CH:22]=[CH:21][CH:20]=[CH:19][CH:18]=3)[C:15](=[O:23])[C:14]3=[C:24]([CH3:27])[CH:25]=[CH:26][N:13]3[N:12]=2)[CH3:10])[C:3]=1Br.[C:29]([O:33][C:34]([N:36]1[CH2:41][CH2:40][N:39]([C:42]2[CH:47]=[CH:46][C:45](B(O)O)=[CH:44][CH:43]=2)[CH2:38][CH2:37]1)=[O:35])([CH3:32])([CH3:31])[CH3:30].C(=O)([O-])[O-].[Cs+].[Cs+]. The catalyst is O1CCOCC1.C(OCC)(=O)C. The product is [NH2:1][C:2]1[C:3]([C:45]2[CH:44]=[CH:43][C:42]([N:39]3[CH2:38][CH2:37][N:36]([C:34]([O:33][C:29]([CH3:32])([CH3:31])[CH3:30])=[O:35])[CH2:41][CH2:40]3)=[CH:47][CH:46]=2)=[C:4]([NH:8][C@H:9]([C:11]2[N:16]([C:17]3[CH:22]=[CH:21][CH:20]=[CH:19][CH:18]=3)[C:15](=[O:23])[C:14]3=[C:24]([CH3:27])[CH:25]=[CH:26][N:13]3[N:12]=2)[CH3:10])[N:5]=[CH:6][N:7]=1. The yield is 0.740. (6) The reactants are [H-].[Na+].[SH:3][C:4]1[N:5]([CH3:9])[CH:6]=[CH:7][N:8]=1.CN(C=O)C.[F:15][C:16]1[CH:17]=[C:18]([CH:21]=[C:22](F)[CH:23]=1)[C:19]#[N:20]. The catalyst is CCOCC.O. The product is [F:15][C:16]1[CH:17]=[C:18]([CH:21]=[C:22]([S:3][C:4]2[N:5]([CH3:9])[CH:6]=[CH:7][N:8]=2)[CH:23]=1)[C:19]#[N:20]. The yield is 0.0900. (7) No catalyst specified. The product is [OH:9][C@@H:10]1[C@H:2]2[C@H:1]([O:4][CH2:5][CH2:6]2)[O:3][CH2:11]1. The yield is 0.420. The reactants are [C:1]([O:4][C:5](=O)[CH3:6])(=[O:3])[CH3:2].C[O:9][CH2:10][CH2:11]OC. (8) The reactants are [Si]([O:8][CH:9]1[C:17]2[C:12](=[C:13]([C:18]3[CH:19]=[C:20]([C:23]4[CH:24]=[CH:25][C:26]([O:31][CH:32]([CH3:34])[CH3:33])=[C:27]([CH:30]=4)[C:28]#[N:29])[S:21][CH:22]=3)[CH:14]=[CH:15][CH:16]=2)[CH2:11][CH2:10]1)(C(C)(C)C)(C)C.CCCC[N+](CCCC)(CCCC)CCCC.[F-]. The catalyst is C1COCC1. The product is [OH:8][CH:9]1[C:17]2[C:12](=[C:13]([C:18]3[CH:19]=[C:20]([C:23]4[CH:24]=[CH:25][C:26]([O:31][CH:32]([CH3:34])[CH3:33])=[C:27]([CH:30]=4)[C:28]#[N:29])[S:21][CH:22]=3)[CH:14]=[CH:15][CH:16]=2)[CH2:11][CH2:10]1. The yield is 0.460.